This data is from Full USPTO retrosynthesis dataset with 1.9M reactions from patents (1976-2016). The task is: Predict the reactants needed to synthesize the given product. (1) Given the product [F:1][C:2]1[CH:7]=[C:6]([F:8])[CH:5]=[CH:4][C:3]=1[C:9]1[CH:14]=[CH:13][C:12]([C@@H:15]([N:17]2[CH2:22][CH2:21][C@:20]([CH2:30][CH2:31][C:32]([NH:40][S:37]([CH3:36])(=[O:39])=[O:38])=[O:33])([C:23]3[CH:28]=[CH:27][C:26]([F:29])=[CH:25][CH:24]=3)[O:19][C:18]2=[O:35])[CH3:16])=[CH:11][CH:10]=1, predict the reactants needed to synthesize it. The reactants are: [F:1][C:2]1[CH:7]=[C:6]([F:8])[CH:5]=[CH:4][C:3]=1[C:9]1[CH:14]=[CH:13][C:12]([C@@H:15]([N:17]2[CH2:22][CH2:21][C@:20]([CH2:30][CH2:31][C:32](O)=[O:33])([C:23]3[CH:28]=[CH:27][C:26]([F:29])=[CH:25][CH:24]=3)[O:19][C:18]2=[O:35])[CH3:16])=[CH:11][CH:10]=1.[CH3:36][S:37]([NH2:40])(=[O:39])=[O:38].C1C=CC2N(O)N=NC=2C=1.CCN=C=NCCCN(C)C.Cl.CCN(C(C)C)C(C)C. (2) Given the product [C:3]([O:7][C:8](=[O:21])[NH:9][CH:10]1[CH2:19][C:18]2[C:13](=[CH:14][CH:15]=[CH:16][N:17]=2)[N:12]([CH3:24])[C:11]1=[O:20])([CH3:6])([CH3:4])[CH3:5], predict the reactants needed to synthesize it. The reactants are: [H-].[Na+].[C:3]([O:7][C:8](=[O:21])[NH:9][CH:10]1[CH2:19][C:18]2[C:13](=[CH:14][CH:15]=[CH:16][N:17]=2)[NH:12][C:11]1=[O:20])([CH3:6])([CH3:5])[CH3:4].CI.[CH3:24]COC(C)=O. (3) The reactants are: [Br:1][C:2]1[CH:8]=[C:7]([Cl:9])[C:5](N)=[C:4]([Cl:10])[CH:3]=1.Br.N([O-])=O.[Na+].[C:16]([O:20][CH3:21])(=[O:19])[CH:17]=[CH2:18]. Given the product [Br:1][C:2]1[CH:8]=[C:7]([Cl:9])[C:5](/[CH:18]=[CH:17]/[C:16]([O:20][CH3:21])=[O:19])=[C:4]([Cl:10])[CH:3]=1, predict the reactants needed to synthesize it.